From a dataset of Reaction yield outcomes from USPTO patents with 853,638 reactions. Predict the reaction yield, written as a fraction of the theoretical maximum amount of product (1.0 means a 100% yield; for example, 0.34 means a 34% yield). (1) The reactants are [NH2:1][C:2]1[N:3]([CH3:24])[C:4](=[O:23])[C:5]2([C:15]3[C:10](=[CH:11][CH:12]=[C:13](Br)[CH:14]=3)[O:9][CH:8]([C:17]3[CH:22]=[CH:21][CH:20]=[CH:19][CH:18]=3)[CH2:7]2)[N:6]=1.[CH2:25]([NH:29][C:30]([C:32]1[CH:33]=[C:34](B(O)O)[CH:35]=[CH:36][CH:37]=1)=[O:31])[CH2:26][CH2:27][CH3:28]. The catalyst is O1CCOCC1.C([O-])([O-])=O.[Cs+].[Cs+].Cl[Pd](Cl)([P](C1C=CC=CC=1)(C1C=CC=CC=1)C1C=CC=CC=1)[P](C1C=CC=CC=1)(C1C=CC=CC=1)C1C=CC=CC=1. The product is [NH2:1][C:2]1[N:3]([CH3:24])[C:4](=[O:23])[C:5]2([C:15]3[C:10](=[CH:11][CH:12]=[C:13]([C:36]4[CH:37]=[C:32]([CH:33]=[CH:34][CH:35]=4)[C:30]([NH:29][CH2:25][CH2:26][CH2:27][CH3:28])=[O:31])[CH:14]=3)[O:9][CH:8]([C:17]3[CH:22]=[CH:21][CH:20]=[CH:19][CH:18]=3)[CH2:7]2)[N:6]=1. The yield is 0.500. (2) The reactants are [Cl:1][C:2]1[CH:7]=[C:6]([Cl:8])[CH:5]=[CH:4][C:3]=1[C:9]1[N:10]([C:24]2[CH:29]=[CH:28][C:27]([OH:30])=[CH:26][CH:25]=2)[C:11]([CH3:23])=[C:12]([C:14]([NH:16][N:17]2[CH2:22][CH2:21][CH2:20][CH2:19][CH2:18]2)=[O:15])[N:13]=1.C(N(CC)CC)C.[N:38]1[CH:43]=[CH:42][CH:41]=[C:40]([S:44](Cl)(=[O:46])=[O:45])[CH:39]=1.O. The catalyst is ClCCl. The product is [N:38]1[CH:43]=[CH:42][CH:41]=[C:40]([S:44]([O:30][C:27]2[CH:26]=[CH:25][C:24]([N:10]3[C:11]([CH3:23])=[C:12]([C:14]([NH:16][N:17]4[CH2:22][CH2:21][CH2:20][CH2:19][CH2:18]4)=[O:15])[N:13]=[C:9]3[C:3]3[CH:4]=[CH:5][C:6]([Cl:8])=[CH:7][C:2]=3[Cl:1])=[CH:29][CH:28]=2)(=[O:46])=[O:45])[CH:39]=1. The yield is 0.840. (3) The reactants are C(N(CC)CC)C.[NH2:8][C:9]([CH3:24])([CH3:23])[C:10]([C:12]1[C:17]([Cl:18])=[CH:16][C:15]([C:19]([F:22])([F:21])[F:20])=[CH:14][N:13]=1)=[O:11].[F:25][CH:26]([F:37])[C:27]1[C:31]([C:32](Cl)=[O:33])=[C:30]([F:35])[N:29]([CH3:36])[N:28]=1.O. The catalyst is ClCCl. The product is [Cl:18][C:17]1[C:12]([C:10](=[O:11])[C:9]([NH:8][C:32]([C:31]2[C:27]([CH:26]([F:37])[F:25])=[N:28][N:29]([CH3:36])[C:30]=2[F:35])=[O:33])([CH3:24])[CH3:23])=[N:13][CH:14]=[C:15]([C:19]([F:21])([F:22])[F:20])[CH:16]=1. The yield is 0.190. (4) The yield is 0.490. The reactants are [CH3:1][C:2]1[CH:10]=[CH:9][CH:8]=[C:4]([C:5]([OH:7])=O)[C:3]=1[OH:11].[CH3:12][Li].Cl. The product is [OH:11][C:3]1[C:2]([CH3:1])=[CH:10][CH:9]=[CH:8][C:4]=1[C:5](=[O:7])[CH3:12]. The catalyst is CCOCC. (5) The reactants are [F:1][C:2]1[CH:3]=[C:4]([C@@H:8]2[N:12]([C:13]3[CH:18]=[CH:17][N:16]4[N:19]=[CH:20][C:21]([C:22]([O:24]CC)=[O:23])=[C:15]4[N:14]=3)[C@@:11]([CH2:28][OH:29])([CH3:27])[CH2:10][CH2:9]2)[CH:5]=[N:6][CH:7]=1.[OH-].[Na+].Cl. The catalyst is CO. The product is [F:1][C:2]1[CH:3]=[C:4]([C@@H:8]2[N:12]([C:13]3[CH:18]=[CH:17][N:16]4[N:19]=[CH:20][C:21]([C:22]([OH:24])=[O:23])=[C:15]4[N:14]=3)[C@@:11]([CH2:28][OH:29])([CH3:27])[CH2:10][CH2:9]2)[CH:5]=[N:6][CH:7]=1. The yield is 0.600. (6) The reactants are [Cl:1][C:2]1[CH:7]=[CH:6][CH:5]=[CH:4][C:3]=1[C:8]1[C:13]([Cl:14])=[CH:12][C:11]([CH2:15][CH3:16])=[C:10]([NH:17][CH2:18][C:19]([OH:21])=O)[CH:9]=1.[CH3:22][CH2:23]N(CC)CC.CCN=C=NCCCN(C)C.Cl.C1C=CC2N(O)N=NC=2C=1.[N:51]1([C:57]([O:59]C(C)(C)C)=O)[CH2:56][CH2:55][NH:54][CH2:53][CH2:52]1. The catalyst is CN(C=O)C. The product is [Cl:1][C:2]1[CH:7]=[CH:6][CH:5]=[CH:4][C:3]=1[C:8]1[C:13]([Cl:14])=[CH:12][C:11]([CH2:15][CH3:16])=[C:10]([NH:17][CH2:18][C:19]([N:54]2[CH2:53][CH2:52][N:51]([C:57](=[O:59])[CH:22]=[CH2:23])[CH2:56][CH2:55]2)=[O:21])[CH:9]=1. The yield is 0.217. (7) The reactants are C(N(CC)CC)C.[S:8]([O:15]S(C(F)(F)F)(=O)=O)([C:11]([F:14])([F:13])[F:12])(=[O:10])=[O:9].[Cl:23][CH2:24][C@@H:25]1[C:33]2[C:32]3[CH:34]=[CH:35][CH:36]=[CH:37][C:31]=3[C:30](O)=[CH:29][C:28]=2[N:27]([C:39]([O:41][C:42]([CH3:45])([CH3:44])[CH3:43])=[O:40])[CH2:26]1. The catalyst is C(Cl)Cl.O. The product is [Cl:23][CH2:24][C@@H:25]1[C:33]2[C:32]3[CH:34]=[CH:35][CH:36]=[CH:37][C:31]=3[C:30]([O:15][S:8]([C:11]([F:14])([F:13])[F:12])(=[O:10])=[O:9])=[CH:29][C:28]=2[N:27]([C:39]([O:41][C:42]([CH3:45])([CH3:44])[CH3:43])=[O:40])[CH2:26]1. The yield is 0.930. (8) The reactants are [CH2:1]([N:8]([CH2:24][C:25]1[CH:30]=[CH:29][CH:28]=[CH:27][CH:26]=1)[C@@H:9]([CH2:13][C:14]1[CH:19]=[CH:18][C:17]([C:20]([F:23])([F:22])[F:21])=[CH:16][CH:15]=1)[C:10]([OH:12])=O)[C:2]1[CH:7]=[CH:6][CH:5]=[CH:4][CH:3]=1.Cl.[CH3:32][NH:33][O:34][CH3:35].N1C2C(=NC=CC=2)N(O)N=1.C1(N=C=NC2CCCCC2)CCCCC1. The catalyst is CCOCC.CCCCCC.CN(C=O)C. The product is [CH2:1]([N:8]([CH2:24][C:25]1[CH:30]=[CH:29][CH:28]=[CH:27][CH:26]=1)[C@@H:9]([CH2:13][C:14]1[CH:19]=[CH:18][C:17]([C:20]([F:22])([F:21])[F:23])=[CH:16][CH:15]=1)[C:10]([N:33]([O:34][CH3:35])[CH3:32])=[O:12])[C:2]1[CH:3]=[CH:4][CH:5]=[CH:6][CH:7]=1. The yield is 0.673.